Predict the product of the given reaction. From a dataset of Forward reaction prediction with 1.9M reactions from USPTO patents (1976-2016). (1) Given the reactants [CH3:1][O:2][C:3](=[O:19])[CH2:4][N:5]1[C:13]2[C:8](=[CH:9][C:10]([CH3:14])=[CH:11][CH:12]=2)[C:7]([CH3:15])=[C:6]1[C:16](O)=[O:17].S(Cl)(Cl)=O.[S-:24][C:25]#[N:26].[K+].[NH3:28], predict the reaction product. The product is: [NH2:26][C:25](=[S:24])[NH:28][C:16]([C:6]1[N:5]([CH2:4][C:3]([O:2][CH3:1])=[O:19])[C:13]2[C:8]([C:7]=1[CH3:15])=[CH:9][C:10]([CH3:14])=[CH:11][CH:12]=2)=[O:17]. (2) Given the reactants [Si:1]([O:8][CH2:9][C@@H:10]1[CH:15]=[C:14]([C:16]([O:18]C)=[O:17])[C@H:13]([OH:20])[CH2:12][N:11]1[C:21]([O:23][C:24]([CH3:27])([CH3:26])[CH3:25])=[O:22])([C:4]([CH3:7])([CH3:6])[CH3:5])([CH3:3])[CH3:2].O.[Li+].[OH-].Cl, predict the reaction product. The product is: [C:24]([O:23][C:21]([N:11]1[C@H:10]([CH2:9][O:8][Si:1]([C:4]([CH3:6])([CH3:5])[CH3:7])([CH3:2])[CH3:3])[CH:15]=[C:14]([C:16]([OH:18])=[O:17])[C@H:13]([OH:20])[CH2:12]1)=[O:22])([CH3:25])([CH3:26])[CH3:27]. (3) Given the reactants [Cl:1][C:2]1[CH:3]=[C:4]([CH2:9][C:10]#N)[CH:5]=[C:6]([Cl:8])[CH:7]=1.[CH2:12]([OH:14])C.[OH-:15].[K+], predict the reaction product. The product is: [Cl:1][C:2]1[CH:3]=[C:4]([CH2:9][C:10]([O:14][CH3:12])=[O:15])[CH:5]=[C:6]([Cl:8])[CH:7]=1. (4) Given the reactants [C:1]([O:5][C:6](=[O:28])[NH:7][C:8]1[CH2:9][O:10][CH2:11][C@@:12]([CH:25]([F:27])[F:26])([C:14]2[CH:19]=[C:18]([N+:20]([O-])=O)[CH:17]=[C:16]([F:23])[C:15]=2[F:24])[N:13]=1)([CH3:4])([CH3:3])[CH3:2].[H][H].CC1C=C2N=C3C(=NC(NC3=O)=O)N(C[C@H](O)[C@H](O)[C@H](O)CO)C2=CC=1C, predict the reaction product. The product is: [C:1]([O:5][C:6](=[O:28])[NH:7][C:8]1[CH2:9][O:10][CH2:11][C@:12]([C:14]2[CH:19]=[C:18]([NH2:20])[CH:17]=[C:16]([F:23])[C:15]=2[F:24])([CH:25]([F:26])[F:27])[N:13]=1)([CH3:4])([CH3:2])[CH3:3]. (5) Given the reactants [Br:1][C:2]1[CH:3]=[C:4]([CH:8]=[C:9]([C:11]([O:13][CH3:14])=[O:12])[CH:10]=1)[C:5]([OH:7])=O.CN(C(ON1N=NC2C=CC=NC1=2)=[N+](C)C)C.F[P-](F)(F)(F)(F)F.[NH2:39][C:40]1[CH:45]=[CH:44][CH:43]=[CH:42][C:41]=1[CH2:46][C:47]([O:49][C:50]([CH3:53])([CH3:52])[CH3:51])=[O:48], predict the reaction product. The product is: [Br:1][C:2]1[CH:10]=[C:9]([CH:8]=[C:4]([C:5](=[O:7])[NH:39][C:40]2[CH:45]=[CH:44][CH:43]=[CH:42][C:41]=2[CH2:46][C:47]([O:49][C:50]([CH3:53])([CH3:52])[CH3:51])=[O:48])[CH:3]=1)[C:11]([O:13][CH3:14])=[O:12]. (6) Given the reactants [OH:1][C@H:2]([CH2:16][CH2:17][CH2:18][CH2:19][CH2:20][CH3:21])[CH2:3]/[CH:4]=[CH:5]\[CH2:6][CH2:7][CH2:8][CH2:9][CH2:10][CH2:11][CH2:12][C:13]([OH:15])=O.CN(C(ON1N=NC2C=CC=NC1=2)=[N+](C)C)C.F[P-](F)(F)(F)(F)F.[CH:46]1[C:51]([OH:52])=[CH:50][C:49]2[C:53]([CH2:56][CH2:57][NH2:58])=[CH:54][NH:55][C:48]=2[CH:47]=1.Cl.O, predict the reaction product. The product is: [OH:1][C@@H:2]([CH2:16][CH2:17][CH2:18][CH2:19][CH2:20][CH3:21])[CH2:3]/[CH:4]=[CH:5]\[CH2:6][CH2:7][CH2:8][CH2:9][CH2:10][CH2:11][CH2:12][C:13]([NH:58][CH2:57][CH2:56][C:53]1[C:49]2[C:48](=[CH:47][CH:46]=[C:51]([OH:52])[CH:50]=2)[NH:55][CH:54]=1)=[O:15].